From a dataset of Catalyst prediction with 721,799 reactions and 888 catalyst types from USPTO. Predict which catalyst facilitates the given reaction. (1) Reactant: [F:1][C:2]([F:38])([F:37])[C:3]1[CH:4]=[C:5]([CH:30]=[C:31]([C:33]([F:36])([F:35])[F:34])[CH:32]=1)[CH2:6][N:7]([CH3:29])[C:8]([C@@H:10]1[CH2:15][CH2:14][N:13]([S:16]([CH:19]=[CH2:20])(=[O:18])=[O:17])[CH2:12][C@H:11]1[C:21]1[CH:26]=[CH:25][C:24]([F:27])=[CH:23][C:22]=1[CH3:28])=[O:9].[OH-].[Na+].O.[CH3:42][CH2:43][OH:44]. Product: [F:38][C:2]([F:37])([F:1])[C:3]1[CH:4]=[C:5]([CH:30]=[C:31]([C:33]([F:35])([F:36])[F:34])[CH:32]=1)[CH2:6][N:7]([CH3:29])[C:8]([C@@H:10]1[CH2:15][CH2:14][N:13]([S:16]([CH2:19][CH2:20][O:44][CH2:43][CH3:42])(=[O:18])=[O:17])[CH2:12][C@H:11]1[C:21]1[CH:26]=[CH:25][C:24]([F:27])=[CH:23][C:22]=1[CH3:28])=[O:9]. The catalyst class is: 1. (2) Reactant: [N:1]1([C:7]([O:9][C:10]([CH3:13])([CH3:12])[CH3:11])=[O:8])[CH2:6][CH2:5][NH:4][CH2:3][CH2:2]1.C(=O)([O-])[O-].[K+].[K+].Br[CH2:21][C:22]#[N:23]. Product: [C:22]([CH2:21][N:4]1[CH2:5][CH2:6][N:1]([C:7]([O:9][C:10]([CH3:13])([CH3:12])[CH3:11])=[O:8])[CH2:2][CH2:3]1)#[N:23]. The catalyst class is: 9. (3) Reactant: F[C:2]1[CH:9]=[C:8]([C:10]([F:13])([F:12])[F:11])[CH:7]=[CH:6][C:3]=1[C:4]#[N:5].[Br:14][C:15]1[CH:22]=[C:21]([OH:23])[CH:20]=[CH:19][C:16]=1[CH:17]=[O:18].[F-].[K+].[OH-].[Na+]. Product: [Br:14][C:15]1[CH:22]=[C:21]([CH:20]=[CH:19][C:16]=1[CH:17]=[O:18])[O:23][C:2]1[CH:9]=[C:8]([C:10]([F:13])([F:12])[F:11])[CH:7]=[CH:6][C:3]=1[C:4]#[N:5]. The catalyst class is: 3.